Dataset: Catalyst prediction with 721,799 reactions and 888 catalyst types from USPTO. Task: Predict which catalyst facilitates the given reaction. (1) Reactant: [OH2:1].[OH:2][P:3]([OH:6])([OH:5])=[O:4].[N:7]1[CH:12]=[CH:11][CH:10]=[CH:9][C:8]=1[N:13]1[CH2:18][CH2:17][N:16]([CH2:19][C:20]2[NH:24][C:23]3[CH:25]=[CH:26][CH:27]=[CH:28][C:22]=3[N:21]=2)[CH2:15][CH2:14]1. Product: [OH2:2].[OH2:1].[P:3]([OH:6])([OH:5])([OH:4])=[O:2].[P:3]([OH:6])([OH:5])([OH:4])=[O:2].[N:7]1[CH:12]=[CH:11][CH:10]=[CH:9][C:8]=1[N:13]1[CH2:14][CH2:15][N:16]([CH2:19][C:20]2[NH:21][C:22]3[CH:28]=[CH:27][CH:26]=[CH:25][C:23]=3[N:24]=2)[CH2:17][CH2:18]1.[P:3]([OH:6])([OH:5])([OH:4])=[O:2].[P:3]([OH:6])([OH:5])([OH:4])=[O:2].[OH2:2]. The catalyst class is: 5. (2) Reactant: Cl.[Br:2][C:3]1[CH:4]=[C:5]2[C:9](=[CH:10][CH:11]=1)[CH2:8][C:7]1([CH2:14][CH2:13][CH2:12]1)[C:6]2=[N:15]S(C(C)(C)C)=O.CCOCC. Product: [Br:2][C:3]1[CH:4]=[C:5]2[C:9]([CH2:8][C:7]3([CH2:14][CH2:13][CH2:12]3)[C:6]2=[NH:15])=[CH:10][CH:11]=1. The catalyst class is: 12. (3) Reactant: [Cl:1][C:2]1[CH:16]=[CH:15][CH:14]=[C:13]([Cl:17])[C:3]=1[CH2:4][O:5][C:6]1[C:7]([NH2:12])=[N:8][CH:9]=[CH:10][CH:11]=1.[Br:18]N1C(=O)CCC1=O. Product: [Br:18][C:10]1[CH:11]=[C:6]([O:5][CH2:4][C:3]2[C:13]([Cl:17])=[CH:14][CH:15]=[CH:16][C:2]=2[Cl:1])[C:7]([NH2:12])=[N:8][CH:9]=1. The catalyst class is: 10. (4) Reactant: [CH2:1]([N:8]([CH2:17][C:18]1[CH:23]=[CH:22][CH:21]=[CH:20][CH:19]=1)[CH:9]([CH:13]([OH:16])[CH2:14][CH3:15])[C:10]([OH:12])=[O:11])[C:2]1[CH:7]=[CH:6][CH:5]=[CH:4][CH:3]=1.[H-].[Na+].F[C:27]1[CH:32]=[CH:31][C:30]([F:33])=[CH:29][C:28]=1[N+:34]([O-:36])=[O:35].C(O)(=O)CC(CC(O)=O)(C(O)=O)O. Product: [CH2:17]([N:8]([CH2:1][C:2]1[CH:3]=[CH:4][CH:5]=[CH:6][CH:7]=1)[CH:9]([CH:13]([O:16][C:27]1[CH:32]=[CH:31][C:30]([F:33])=[CH:29][C:28]=1[N+:34]([O-:36])=[O:35])[CH2:14][CH3:15])[C:10]([OH:12])=[O:11])[C:18]1[CH:19]=[CH:20][CH:21]=[CH:22][CH:23]=1. The catalyst class is: 9. (5) Reactant: [F:1][C:2]1[CH:7]=[CH:6][C:5]([C:8]([F:11])([F:10])[F:9])=[CH:4][C:3]=1[NH:12][C:13]1[N:17]([CH3:18])[C:16]2[CH:19]=[CH:20][C:21]([O:23][C:24]3[CH:29]=[CH:28][N:27]=[C:26]([NH:30][C:31](=[O:43])[CH2:32][N:33]4[CH2:38][CH2:37][N:36]([CH2:39][CH2:40][O:41]C)[CH2:35][CH2:34]4)[CH:25]=3)=[CH:22][C:15]=2[N:14]=1. Product: [F:1][C:2]1[CH:7]=[CH:6][C:5]([C:8]([F:10])([F:9])[F:11])=[CH:4][C:3]=1[NH:12][C:13]1[N:17]([CH3:18])[C:16]2[CH:19]=[CH:20][C:21]([O:23][C:24]3[CH:29]=[CH:28][N:27]=[C:26]([NH:30][C:31](=[O:43])[CH2:32][N:33]4[CH2:34][CH2:35][N:36]([CH2:39][CH2:40][OH:41])[CH2:37][CH2:38]4)[CH:25]=3)=[CH:22][C:15]=2[N:14]=1. The catalyst class is: 2. (6) Reactant: [C:1]([C:5]1[O:6][CH:7]=[C:8]([C:10]2[CH:15]=[CH:14][C:13]([F:16])=[CH:12][CH:11]=2)[N:9]=1)([CH3:4])([CH3:3])[CH3:2].Br[C:18]1[N:23]=[C:22]2[N:24]([CH2:28][CH:29]([CH3:31])[CH3:30])[C:25]([NH2:27])=[N:26][C:21]2=[CH:20][CH:19]=1.C(=O)([O-])[O-].[Cs+].[Cs+].C1(P(C2C=CC=CC=2)C2C=CC=CC=2)C=CC=CC=1. Product: [C:1]([C:5]1[O:6][C:7]([C:18]2[N:23]=[C:22]3[N:24]([CH2:28][CH:29]([CH3:31])[CH3:30])[C:25]([NH2:27])=[N:26][C:21]3=[CH:20][CH:19]=2)=[C:8]([C:10]2[CH:11]=[CH:12][C:13]([F:16])=[CH:14][CH:15]=2)[N:9]=1)([CH3:4])([CH3:2])[CH3:3]. The catalyst class is: 274. (7) Reactant: [CH3:1][O:2][C:3](=[O:17])[C:4]1[CH:9]=[CH:8][C:7]([O:10][CH2:11][CH2:12][CH2:13][O:14][NH2:15])=[CH:6][C:5]=1[OH:16].[CH2:18]([N:25]1[C:33]2[C:28](=[CH:29][CH:30]=[CH:31][CH:32]=2)[CH:27]=[C:26]1[CH:34]=O)[C:19]1[CH:24]=[CH:23][CH:22]=[CH:21][CH:20]=1.S([O-])([O-])(=O)=O.[Mg+2]. Product: [CH3:1][O:2][C:3](=[O:17])[C:4]1[CH:9]=[CH:8][C:7]([O:10][CH2:11][CH2:12][CH2:13][O:14]/[N:15]=[CH:34]/[C:26]2[N:25]([CH2:18][C:19]3[CH:24]=[CH:23][CH:22]=[CH:21][CH:20]=3)[C:33]3[C:28]([CH:27]=2)=[CH:29][CH:30]=[CH:31][CH:32]=3)=[CH:6][C:5]=1[OH:16]. The catalyst class is: 2. (8) Reactant: C(OC([N:8]1[CH2:11][CH:10]([C:12]2[S:13][CH:14]=[C:15]([CH3:17])[N:16]=2)[CH2:9]1)=O)(C)(C)C.[ClH:18]. Product: [ClH:18].[NH:8]1[CH2:11][CH:10]([C:12]2[S:13][CH:14]=[C:15]([CH3:17])[N:16]=2)[CH2:9]1.[ClH:18]. The catalyst class is: 12. (9) Reactant: [CH2:1]([O:3][C:4]1[CH:12]=[CH:11][C:7]([C:8]([OH:10])=O)=[CH:6][CH:5]=1)[CH3:2].FC1C=CC2C(N3CCCN(CCCCNC(C4C=C5C(=CC=4)NC=C5)=O)CC3)=CSC=2C=1.C(=O)=O.[NH2:49][CH2:50][CH2:51][CH2:52][CH2:53][OH:54]. Product: [OH:54][CH2:53][CH2:52][CH2:51][CH2:50][NH:49][C:8](=[O:10])[C:7]1[CH:6]=[CH:5][C:4]([O:3][CH2:1][CH3:2])=[CH:12][CH:11]=1. The catalyst class is: 1.